The task is: Predict the product of the given reaction.. This data is from Forward reaction prediction with 1.9M reactions from USPTO patents (1976-2016). (1) The product is: [Cl:2][C:3]1[N:8]=[CH:7][C:6]([CH2:9][N:10]([CH2:11][CH:12]([F:14])[F:13])[C:16]2[CH2:18][O:19][C:20](=[O:21])[CH:15]=2)=[CH:5][CH:4]=1. Given the reactants O.[Cl:2][C:3]1[N:8]=[CH:7][C:6]([CH2:9][NH:10][CH2:11][CH:12]([F:14])[F:13])=[CH:5][CH:4]=1.[CH2:15]1[C:20](=[O:21])[O:19][CH2:18][C:16]1=O, predict the reaction product. (2) Given the reactants [CH3:1][C:2]([CH2:7][CH2:8][CH:9]=[C:10]([CH3:12])[CH3:11])=[CH:3][CH:4]([OH:6])[CH3:5].[C:13](O[C:13](=[O:17])[CH2:14][CH2:15][CH3:16])(=[O:17])[CH2:14][CH2:15][CH3:16].N1C=CC=CC=1, predict the reaction product. The product is: [C:13]([O:6][CH:4]([CH:3]=[C:2]([CH3:1])[CH2:7][CH2:8][CH:9]=[C:10]([CH3:11])[CH3:12])[CH3:5])(=[O:17])[CH2:14][CH2:15][CH3:16]. (3) The product is: [CH3:24][O:23][C:13]1[C:11]2[N:12]=[C:8]([NH:7][C:6]([NH:34][CH2:26][CH2:27][C:28]3[CH:33]=[CH:32][CH:31]=[CH:30][CH:29]=3)=[O:5])[S:9][C:10]=2[C:16]([C:17]2[CH:22]=[CH:21][CH:20]=[CH:19][CH:18]=2)=[CH:15][CH:14]=1. Given the reactants C([O:5][C:6](=O)[NH:7][C:8]1[S:9][C:10]2[C:16]([C:17]3[CH:22]=[CH:21][CH:20]=[CH:19][CH:18]=3)=[CH:15][CH:14]=[C:13]([O:23][CH3:24])[C:11]=2[N:12]=1)(C)(C)C.[CH2:26]([NH2:34])[CH2:27][C:28]1[CH:33]=[CH:32][CH:31]=[CH:30][CH:29]=1, predict the reaction product. (4) Given the reactants [CH2:1]([O:8][C:9]1[C:14]([N+:15]([O-])=O)=[C:13]([F:18])[C:12]([F:19])=[CH:11][C:10]=1[F:20])[C:2]1[CH:7]=[CH:6][CH:5]=[CH:4][CH:3]=1.[Cl-].[NH4+].C(O)C, predict the reaction product. The product is: [CH2:1]([O:8][C:9]1[C:10]([F:20])=[CH:11][C:12]([F:19])=[C:13]([F:18])[C:14]=1[NH2:15])[C:2]1[CH:3]=[CH:4][CH:5]=[CH:6][CH:7]=1. (5) Given the reactants [CH2:1]([O:8][C:9](=[O:18])[NH:10][C@@H:11]([CH:15]([CH3:17])[CH3:16])[CH2:12][CH:13]=O)[C:2]1[CH:7]=[CH:6][CH:5]=[CH:4][CH:3]=1.[CH3:19][C:20]1([CH3:41])[O:24][C@@H:23]2[C@@H:25]([CH2:38][NH:39][CH3:40])[O:26][C@@H:27]([N:28]3[CH:36]=[N:35][C:34]4[C:29]3=[N:30][CH:31]=[N:32][C:33]=4[NH2:37])[C@@H:22]2[O:21]1.[BH-](OC(C)=O)(OC(C)=O)OC(C)=O.[Na+], predict the reaction product. The product is: [CH2:1]([O:8][C:9](=[O:18])[NH:10][C@@H:11]([CH:15]([CH3:17])[CH3:16])[CH2:12][CH2:13][N:39]([CH2:38][C@@H:25]1[C@@H:23]2[C@@H:22]([O:21][C:20]([CH3:41])([CH3:19])[O:24]2)[C@H:27]([N:28]2[CH:36]=[N:35][C:34]3[C:29]2=[N:30][CH:31]=[N:32][C:33]=3[NH2:37])[O:26]1)[CH3:40])[C:2]1[CH:7]=[CH:6][CH:5]=[CH:4][CH:3]=1. (6) Given the reactants [Cl:1][C:2]1[N:7]=[C:6]2[N:8]([CH:12]3[CH2:17][CH2:16][CH2:15][CH2:14][O:13]3)[N:9]=[C:10](I)[C:5]2=[CH:4][CH:3]=1.[CH3:18][N:19]1[CH:23]=[C:22](B2OC(C)(C)C(C)(C)O2)[CH:21]=[N:20]1.C(=O)([O-])[O-].[Cs+].[Cs+], predict the reaction product. The product is: [Cl:1][C:2]1[N:7]=[C:6]2[N:8]([CH:12]3[CH2:17][CH2:16][CH2:15][CH2:14][O:13]3)[N:9]=[C:10]([C:22]3[CH:21]=[N:20][N:19]([CH3:18])[CH:23]=3)[C:5]2=[CH:4][CH:3]=1. (7) Given the reactants [OH:1][C:2]1[CH:11]=[CH:10][CH:9]=[C:8]2[C:3]=1[C:4]1[CH:16]=[CH:15][C:14]([N+:17]([O-])=O)=[CH:13][C:5]=1[C:6](=[O:12])[O:7]2, predict the reaction product. The product is: [NH2:17][C:14]1[CH:15]=[CH:16][C:4]2[C:3]3[C:8](=[CH:9][CH:10]=[CH:11][C:2]=3[OH:1])[O:7][C:6](=[O:12])[C:5]=2[CH:13]=1. (8) Given the reactants Br[C:2]1[C:3]([F:14])=[C:4]2[C:8](=[CH:9][C:10]=1[F:11])[NH:7][CH:6]=[C:5]2[CH:12]=[O:13].CC1(C)COB([C:22]2[CH:27]=[CH:26][C:25]([C:28]3([CH2:31][OH:32])[CH2:30][CH2:29]3)=[CH:24][CH:23]=2)OC1.C(=O)([O-])[O-].[K+].[K+], predict the reaction product. The product is: [F:14][C:3]1[C:2]([C:22]2[CH:27]=[CH:26][C:25]([C:28]3([CH2:31][OH:32])[CH2:29][CH2:30]3)=[CH:24][CH:23]=2)=[C:10]([F:11])[CH:9]=[C:8]2[C:4]=1[C:5]([CH:12]=[O:13])=[CH:6][NH:7]2. (9) Given the reactants S(Cl)([Cl:3])=O.N1C2C=CC=CC=2N=N1.O[CH2:15][C:16]1[CH:17]=[CH:18][C:19]([O:26][CH3:27])=[C:20]([CH:25]=1)[C:21]([O:23][CH3:24])=[O:22], predict the reaction product. The product is: [Cl:3][CH2:15][C:16]1[CH:17]=[CH:18][C:19]([O:26][CH3:27])=[C:20]([CH:25]=1)[C:21]([O:23][CH3:24])=[O:22].